Dataset: HIV replication inhibition screening data with 41,000+ compounds from the AIDS Antiviral Screen. Task: Binary Classification. Given a drug SMILES string, predict its activity (active/inactive) in a high-throughput screening assay against a specified biological target. (1) The result is 0 (inactive). The compound is COc1cc(C2c3c(ccc4ccccc34)C(=O)C3CCC(=O)N32)cc(OC)c1OC. (2) The compound is CC1=CC(C)(C)C2OC3(O)CC4(C)C(c5ccoc5)OC5(C(C)C)CC4C4(C3)OC1(O)C2(O)C4O5. The result is 0 (inactive).